The task is: Predict the reaction yield, written as a fraction of the theoretical maximum amount of product (1.0 means a 100% yield; for example, 0.34 means a 34% yield).. This data is from Reaction yield outcomes from USPTO patents with 853,638 reactions. (1) The reactants are [C:1]([O:4][CH2:5][C:6]([CH3:58])([CH3:57])[C@H:7]([NH:49][C:50]([O:52][C:53](C)(C)C)=[O:51])[C:8](=[O:48])[NH:9][C@@H:10]([CH2:41][C:42]1[CH:47]=[CH:46][CH:45]=[CH:44][CH:43]=1)[C@@H:11]([OH:40])[CH2:12][C@H:13]([CH2:27][C:28]1[CH:33]=[CH:32][C:31]([C:34]2[CH:39]=[CH:38][CH:37]=[CH:36][N:35]=2)=[CH:30][CH:29]=1)[NH:14][C:15](=[O:26])[C@H:16]([C:22]([CH3:25])([CH3:24])[CH3:23])[NH:17][C:18](=[O:21])[O:19][CH3:20])(=[O:3])[CH3:2].Cl.C(N(C(C)C)CC)(C)C.ClC(OC)=O. The catalyst is O1CCOCC1.O. The product is [C:1]([O:4][CH2:5][C:6]([CH3:58])([CH3:57])[C@H:7]([NH:49][C:50]([O:52][CH3:53])=[O:51])[C:8](=[O:48])[NH:9][C@@H:10]([CH2:41][C:42]1[CH:47]=[CH:46][CH:45]=[CH:44][CH:43]=1)[C@@H:11]([OH:40])[CH2:12][C@H:13]([CH2:27][C:28]1[CH:29]=[CH:30][C:31]([C:34]2[CH:39]=[CH:38][CH:37]=[CH:36][N:35]=2)=[CH:32][CH:33]=1)[NH:14][C:15](=[O:26])[C@H:16]([C:22]([CH3:24])([CH3:23])[CH3:25])[NH:17][C:18](=[O:21])[O:19][CH3:20])(=[O:3])[CH3:2]. The yield is 0.670. (2) The reactants are [Cl:1][C:2]1[CH:18]=[CH:17][C:5]2[CH2:6][CH2:7][N:8]([C:11](=[O:16])[C:12]([F:15])([F:14])[F:13])[CH2:9][CH2:10][C:4]=2[C:3]=1OS(C(F)(F)F)(=O)=O.C1C=CC(P(C2C(C3C(P(C4C=CC=CC=4)C4C=CC=CC=4)=CC=C4C=3C=CC=C4)=C3C(C=CC=C3)=CC=2)C2C=CC=CC=2)=CC=1.[CH3:73][C:74]([CH3:87])([CH3:86])[CH2:75][C:76]([C:78]1[CH:85]=[CH:84][C:81]([CH2:82][NH2:83])=[CH:80][CH:79]=1)=[O:77].C(=O)([O-])[O-].[Cs+].[Cs+]. The catalyst is C1(C)C=CC=CC=1.C([O-])(=O)C.[Pd+2].C([O-])(=O)C.C1C=CC(/C=C/C(/C=C/C2C=CC=CC=2)=O)=CC=1.C1C=CC(/C=C/C(/C=C/C2C=CC=CC=2)=O)=CC=1.C1C=CC(/C=C/C(/C=C/C2C=CC=CC=2)=O)=CC=1.[Pd].[Pd]. The product is [Cl:1][C:2]1[CH:18]=[CH:17][C:5]2[CH2:6][CH2:7][N:8]([C:11](=[O:16])[C:12]([F:15])([F:14])[F:13])[CH2:9][CH2:10][C:4]=2[C:3]=1[NH:83][CH2:82][C:81]1[CH:84]=[CH:85][C:78]([C:76](=[O:77])[CH2:75][C:74]([CH3:86])([CH3:73])[CH3:87])=[CH:79][CH:80]=1. The yield is 0.650. (3) The reactants are Cl.[F:2][C:3]1[CH:8]=[CH:7][C:6]([S:9]([CH:12]2[CH2:17][CH2:16][NH:15][CH2:14][CH2:13]2)(=[O:11])=[O:10])=[CH:5][CH:4]=1.C(N(C(C)C)CC)(C)C.[Cl:27][C:28]1[CH:33]=[C:32]([Cl:34])[CH:31]=[CH:30][C:29]=1[CH2:35][N:36]=[C:37]=[O:38]. No catalyst specified. The product is [Cl:27][C:28]1[CH:33]=[C:32]([Cl:34])[CH:31]=[CH:30][C:29]=1[CH2:35][NH:36][C:37]([N:15]1[CH2:16][CH2:17][CH:12]([S:9]([C:6]2[CH:5]=[CH:4][C:3]([F:2])=[CH:8][CH:7]=2)(=[O:10])=[O:11])[CH2:13][CH2:14]1)=[O:38]. The yield is 0.720. (4) The reactants are [CH3:1][C@H:2]([NH:7][C:8]([C:10]1[C:18]2[C:13](=[N:14][CH:15]=[C:16]([C:19]3[S:23][C:22]([C:24]([OH:26])=O)=[CH:21][CH:20]=3)[N:17]=2)[N:12]([CH2:27][O:28][CH2:29][CH2:30][Si:31]([CH3:34])([CH3:33])[CH3:32])[CH:11]=1)=[O:9])[C:3]([CH3:6])([CH3:5])[CH3:4].F[B-](F)(F)F.N1(OC(N(C)C)=[N+](C)C)C2C=CC=CC=2N=N1.C(N(CC)C(C)C)(C)C.Cl.[O:67]1[CH2:72][CH2:71][CH:70]([NH2:73])[CH2:69][CH2:68]1.Cl. The catalyst is C(#N)C.C(OCC)(=O)C.O. The product is [CH3:1][C@H:2]([NH:7][C:8]([C:10]1[C:18]2[C:13](=[N:14][CH:15]=[C:16]([C:19]3[S:23][C:22]([C:24](=[O:26])[NH:73][CH:70]4[CH2:71][CH2:72][O:67][CH2:68][CH2:69]4)=[CH:21][CH:20]=3)[N:17]=2)[N:12]([CH2:27][O:28][CH2:29][CH2:30][Si:31]([CH3:32])([CH3:33])[CH3:34])[CH:11]=1)=[O:9])[C:3]([CH3:4])([CH3:5])[CH3:6]. The yield is 0.760. (5) The reactants are [CH3:1][O:2][C:3](=[O:13])[C:4]1[CH:9]=[C:8]([O:10][CH3:11])[N:7]=[C:6](Cl)[CH:5]=1. The catalyst is C(O)C.[Pd]. The product is [CH3:1][O:2][C:3](=[O:13])[C:4]1[CH:5]=[CH:6][N:7]=[C:8]([O:10][CH3:11])[CH:9]=1. The yield is 0.750. (6) The yield is 0.960. The reactants are CS(O[CH2:6][CH2:7][NH:8][C:9]1[C:13]([C:14]2[N:18]([C:19]3[CH:24]=[CH:23][CH:22]=[C:21]([C:25]([F:28])([F:27])[F:26])[CH:20]=3)[C:17](=[O:29])[O:16][N:15]=2)=[N:12][O:11][N:10]=1)(=O)=O.[N-:30]=[N+:31]=[N-:32].[Na+].O. The product is [N:30]([CH2:6][CH2:7][NH:8][C:9]1[C:13]([C:14]2[N:18]([C:19]3[CH:24]=[CH:23][CH:22]=[C:21]([C:25]([F:28])([F:27])[F:26])[CH:20]=3)[C:17](=[O:29])[O:16][N:15]=2)=[N:12][O:11][N:10]=1)=[N+:31]=[N-:32]. The catalyst is CN(C)C=O. (7) The product is [CH2:37]([O:39][C:40](=[O:49])[CH2:41][C:42]1[CH:43]=[N:44][C:45]([C:18]2[CH:19]=[CH:20][C:15]([C:12]([CH2:13][CH3:14])([C:9]3[CH:10]=[CH:11][C:6](/[CH:5]=[CH:4]/[C:3]([CH2:34][CH3:35])([OH:36])[CH2:1][CH3:2])=[C:7]([CH3:33])[CH:8]=3)[CH2:31][CH3:32])=[CH:16][C:17]=2[CH3:30])=[N:46][CH:47]=1)[CH3:38]. The reactants are [CH2:1]([C:3]([OH:36])([CH2:34][CH3:35])/[CH:4]=[CH:5]/[C:6]1[CH:11]=[CH:10][C:9]([C:12]([CH2:31][CH3:32])([C:15]2[CH:20]=[CH:19][C:18](B3OC(C)(C)C(C)(C)O3)=[C:17]([CH3:30])[CH:16]=2)[CH2:13][CH3:14])=[CH:8][C:7]=1[CH3:33])[CH3:2].[CH2:37]([O:39][C:40](=[O:49])[CH2:41][C:42]1[CH:43]=[N:44][C:45](Br)=[N:46][CH:47]=1)[CH3:38].P([O-])([O-])([O-])=O.[K+].[K+].[K+]. The yield is 0.530. The catalyst is C1C=CC([P]([Pd]([P](C2C=CC=CC=2)(C2C=CC=CC=2)C2C=CC=CC=2)([P](C2C=CC=CC=2)(C2C=CC=CC=2)C2C=CC=CC=2)[P](C2C=CC=CC=2)(C2C=CC=CC=2)C2C=CC=CC=2)(C2C=CC=CC=2)C2C=CC=CC=2)=CC=1.O.